Predict the reactants needed to synthesize the given product. From a dataset of Full USPTO retrosynthesis dataset with 1.9M reactions from patents (1976-2016). (1) Given the product [Cl:38][C:35]1[CH:34]=[CH:33][C:32]([S:29]([N:25]2[CH2:26][CH2:27][CH2:28][C@@H:23]([NH:22][C:18]3[N:17]=[C:16]([C:15]4[N:14]5[C:10]([S:11][CH:12]=[CH:13]5)=[N:9][C:8]=4[C:4]4[CH:3]=[C:2]([NH:1][C:48](=[O:49])[CH2:47][NH:46][C:44](=[O:45])[O:43][C:39]([CH3:40])([CH3:41])[CH3:42])[CH:7]=[CH:6][CH:5]=4)[CH:21]=[CH:20][N:19]=3)[CH2:24]2)(=[O:31])=[O:30])=[CH:37][CH:36]=1, predict the reactants needed to synthesize it. The reactants are: [NH2:1][C:2]1[CH:3]=[C:4]([C:8]2[N:9]=[C:10]3[N:14]([C:15]=2[C:16]2[CH:21]=[CH:20][N:19]=[C:18]([NH:22][C@@H:23]4[CH2:28][CH2:27][CH2:26][N:25]([S:29]([C:32]5[CH:37]=[CH:36][C:35]([Cl:38])=[CH:34][CH:33]=5)(=[O:31])=[O:30])[CH2:24]4)[N:17]=2)[CH:13]=[CH:12][S:11]3)[CH:5]=[CH:6][CH:7]=1.[C:39]([O:43][C:44]([NH:46][CH2:47][C:48](O)=[O:49])=[O:45])([CH3:42])([CH3:41])[CH3:40].CCN(C(C)C)C(C)C.[Cl-].ClC1N(C)C=C[N+]=1C. (2) Given the product [Br:11][C:12]1[CH:13]=[C:14]([C:15]([N:4]2[CH2:5][CH2:6][O:1][C:2]3[CH:10]=[CH:9][N:8]=[CH:7][C:3]2=3)=[O:16])[CH:18]=[CH:19][C:20]=1[O:21][CH3:22], predict the reactants needed to synthesize it. The reactants are: [O:1]1[CH2:6][CH2:5][NH:4][C:3]2[CH:7]=[N:8][CH:9]=[CH:10][C:2]1=2.[Br:11][C:12]1[CH:13]=[C:14]([CH:18]=[CH:19][C:20]=1[O:21][CH3:22])[C:15](O)=[O:16].P(Cl)(Cl)(Cl)=O.C(=O)([O-])O.[Na+]. (3) Given the product [Cl:1][C:2]1[N:3]=[C:4]([NH:27][CH3:26])[C:5]2[C:10]([I:11])=[CH:9][N:8]([S:12]([C:15]3[CH:21]=[CH:20][C:18]([CH3:19])=[CH:17][CH:16]=3)(=[O:14])=[O:13])[C:6]=2[N:7]=1, predict the reactants needed to synthesize it. The reactants are: [Cl:1][C:2]1[N:3]=[C:4](Cl)[C:5]2[C:10]([I:11])=[CH:9][N:8]([S:12]([C:15]3[CH:21]=[CH:20][C:18]([CH3:19])=[CH:17][CH:16]=3)(=[O:14])=[O:13])[C:6]=2[N:7]=1.CN.C[CH2:26][N:27](C(C)C)C(C)C.